Dataset: Peptide-MHC class I binding affinity with 185,985 pairs from IEDB/IMGT. Task: Regression. Given a peptide amino acid sequence and an MHC pseudo amino acid sequence, predict their binding affinity value. This is MHC class I binding data. (1) The peptide sequence is GLCAYAATYW. The MHC is Mamu-B17 with pseudo-sequence Mamu-B17. The binding affinity (normalized) is 0.559. (2) The peptide sequence is AADSFATSY. The MHC is HLA-A69:01 with pseudo-sequence HLA-A69:01. The binding affinity (normalized) is 0.0847. (3) The peptide sequence is YLIPSVTSL. The MHC is HLA-A69:01 with pseudo-sequence HLA-A69:01. The binding affinity (normalized) is 0.0847. (4) The peptide sequence is SLFNWLWYE. The MHC is HLA-A26:01 with pseudo-sequence HLA-A26:01. The binding affinity (normalized) is 0.0847.